The task is: Predict the product of the given reaction.. This data is from Forward reaction prediction with 1.9M reactions from USPTO patents (1976-2016). (1) Given the reactants [CH2:1]([N:8]1[CH2:13][CH2:12][N:11]([C:14]([O:16][C:17]([CH3:20])([CH3:19])[CH3:18])=[O:15])[C@H:10]([CH2:21][C:22]2[CH:27]=[CH:26][C:25](Br)=[CH:24][CH:23]=2)[CH2:9]1)[C:2]1[CH:7]=[CH:6][CH:5]=[CH:4][CH:3]=1.[NH:29]1[CH2:34][CH2:33][O:32][CH2:31][CH2:30]1.C1C=CC(P(C2C(C3C(P(C4C=CC=CC=4)C4C=CC=CC=4)=CC=C4C=3C=CC=C4)=C3C(C=CC=C3)=CC=2)C2C=CC=CC=2)=CC=1.CC(C)([O-])C.[Na+].C(=O)([O-])O.[Na+], predict the reaction product. The product is: [CH2:1]([N:8]1[CH2:13][CH2:12][N:11]([C:14]([O:16][C:17]([CH3:20])([CH3:19])[CH3:18])=[O:15])[C@H:10]([CH2:21][C:22]2[CH:27]=[CH:26][C:25]([N:29]3[CH2:34][CH2:33][O:32][CH2:31][CH2:30]3)=[CH:24][CH:23]=2)[CH2:9]1)[C:2]1[CH:7]=[CH:6][CH:5]=[CH:4][CH:3]=1. (2) Given the reactants [Cl:1][C:2]1[CH:3]=[CH:4][C:5]([N:18]2[CH:22]=[CH:21][CH:20]=[CH:19]2)=[C:6]([CH:8]([C:10]2[CH:15]=[CH:14][CH:13]=[C:12]([Cl:16])[C:11]=2[Cl:17])[OH:9])[CH:7]=1.P(Cl)(Cl)(Cl)=O.CN(C)[CH:30]=[O:31].C([O-])(=O)C.[Na+], predict the reaction product. The product is: [Cl:1][C:2]1[CH:3]=[CH:4][C:5]([N:18]2[CH:22]=[CH:21][CH:20]=[C:19]2[CH:30]=[O:31])=[C:6]([C:8](=[O:9])[C:10]2[CH:15]=[CH:14][CH:13]=[C:12]([Cl:16])[C:11]=2[Cl:17])[CH:7]=1.